This data is from Forward reaction prediction with 1.9M reactions from USPTO patents (1976-2016). The task is: Predict the product of the given reaction. (1) Given the reactants Br[C:2]1[CH:3]=[C:4]2[C:8](=[CH:9][C:10]=1[F:11])[NH:7][N:6]=[CH:5]2.C([Li])(C)(C)C.[C:17](=[O:19])=[O:18], predict the reaction product. The product is: [F:11][C:10]1[CH:9]=[C:8]2[C:4]([CH:5]=[N:6][NH:7]2)=[CH:3][C:2]=1[C:17]([OH:19])=[O:18]. (2) Given the reactants [Cl:1][C:2]1[CH:20]=[CH:19][C:5]([CH2:6][CH:7]2[C:14]3[CH:13]=[C:12]([C:15]([O:17]C)=[O:16])[NH:11][C:10]=3[CH2:9][CH2:8]2)=[CH:4][CH:3]=1.O.[OH-].[Li+], predict the reaction product. The product is: [Cl:1][C:2]1[CH:3]=[CH:4][C:5]([CH2:6][CH:7]2[C:14]3[CH:13]=[C:12]([C:15]([OH:17])=[O:16])[NH:11][C:10]=3[CH2:9][CH2:8]2)=[CH:19][CH:20]=1.